Dataset: Full USPTO retrosynthesis dataset with 1.9M reactions from patents (1976-2016). Task: Predict the reactants needed to synthesize the given product. (1) Given the product [CH2:1]([O:3][C:4]([C:6]1[N:15]([CH2:30][O:29][CH2:28][CH2:27][Si:24]([CH3:26])([CH3:25])[CH3:23])[C:9]2[N:10]=[CH:11][N:12]=[C:13]([Cl:14])[C:8]=2[CH:7]=1)=[O:5])[CH3:2], predict the reactants needed to synthesize it. The reactants are: [CH2:1]([O:3][C:4]([C:6]1[NH:15][C:9]2[N:10]=[CH:11][N:12]=[C:13]([Cl:14])[C:8]=2[CH:7]=1)=[O:5])[CH3:2].CN(C=O)C.[H-].[Na+].[CH3:23][Si:24]([CH2:27][CH2:28][O:29][CH2:30]Cl)([CH3:26])[CH3:25]. (2) Given the product [Cl:1][C:2]1[C:3]([C:19]([F:22])([F:20])[F:21])=[N:4][N:5]([CH3:18])[C:6]=1[C:7]1[CH:12]=[C:11]([NH2:13])[CH:10]=[CH:9][C:8]=1[O:16][CH3:17], predict the reactants needed to synthesize it. The reactants are: [Cl:1][C:2]1[C:3]([C:19]([F:22])([F:21])[F:20])=[N:4][N:5]([CH3:18])[C:6]=1[C:7]1[CH:12]=[C:11]([N+:13]([O-])=O)[CH:10]=[CH:9][C:8]=1[O:16][CH3:17]. (3) Given the product [CH:1]1([CH2:4][N:5]2[CH2:13][C:12]3[C:7](=[C:8]([CH3:21])[CH:9]=[C:10]([CH2:14][CH:15]4[CH2:20][CH2:19][N:18]([CH2:27][C:26]5[CH:29]=[CH:30][CH:31]=[C:24]([F:23])[CH:25]=5)[CH2:17][CH2:16]4)[CH:11]=3)[C:6]2=[O:22])[CH2:2][CH2:3]1, predict the reactants needed to synthesize it. The reactants are: [CH:1]1([CH2:4][N:5]2[CH2:13][C:12]3[C:7](=[C:8]([CH3:21])[CH:9]=[C:10]([CH2:14][CH:15]4[CH2:20][CH2:19][NH:18][CH2:17][CH2:16]4)[CH:11]=3)[C:6]2=[O:22])[CH2:3][CH2:2]1.[F:23][C:24]1[CH:25]=[C:26]([CH:29]=[CH:30][CH:31]=1)[CH:27]=O.C([BH3-])#N.[Na+].C(=O)(O)[O-].[Na+]. (4) Given the product [C:1]1([S:7]([N:10]2[C:14]3[N:15]=[CH:16][N:17]=[C:18]([C:19]4[C:20]([CH3:38])=[C:21]([NH:25][C:26](=[O:37])[C:27]5[CH:28]=[CH:29][C:30]([C:33]([CH3:34])([CH3:35])[CH3:36])=[CH:31][CH:32]=5)[CH:22]=[CH:23][CH:24]=4)[C:13]=3[CH:12]=[C:11]2[Br:47])(=[O:9])=[O:8])[CH:6]=[CH:5][CH:4]=[CH:3][CH:2]=1, predict the reactants needed to synthesize it. The reactants are: [C:1]1([S:7]([N:10]2[C:14]3[N:15]=[CH:16][N:17]=[C:18]([C:19]4[C:20]([CH3:38])=[C:21]([NH:25][C:26](=[O:37])[C:27]5[CH:32]=[CH:31][C:30]([C:33]([CH3:36])([CH3:35])[CH3:34])=[CH:29][CH:28]=5)[CH:22]=[CH:23][CH:24]=4)[C:13]=3[CH:12]=[CH:11]2)(=[O:9])=[O:8])[CH:6]=[CH:5][CH:4]=[CH:3][CH:2]=1.[Li+].CC([N-]C(C)C)C.[Br:47]C(Cl)(Cl)C(Cl)(Cl)Br. (5) Given the product [CH3:1][O:2][C:3]1[CH:11]=[C:10]2[C:6]([C:7]([C:12]([NH:14][C:15]3[CH:20]=[CH:19][C:18]([C:33]4[N:34]=[C:35]([C@H:43]5[CH2:44][CH2:45][C@H:46]([N:49]6[CH2:50][CH2:51][N:52]([CH3:55])[CH2:53][CH2:54]6)[CH2:47][CH2:48]5)[N:36]5[CH:41]=[CH:40][N:39]=[C:38]([CH3:42])[C:37]=45)=[CH:17][C:16]=3[O:30][CH3:31])=[O:13])=[N:8][NH:9]2)=[CH:5][CH:4]=1, predict the reactants needed to synthesize it. The reactants are: [CH3:1][O:2][C:3]1[CH:11]=[C:10]2[C:6]([C:7]([C:12]([NH:14][C:15]3[CH:20]=[CH:19][C:18](B4OC(C)(C)C(C)(C)O4)=[CH:17][C:16]=3[O:30][CH3:31])=[O:13])=[N:8][NH:9]2)=[CH:5][CH:4]=1.Br[C:33]1[N:34]=[C:35]([C@H:43]2[CH2:48][CH2:47][C@H:46]([N:49]3[CH2:54][CH2:53][N:52]([CH3:55])[CH2:51][CH2:50]3)[CH2:45][CH2:44]2)[N:36]2[CH:41]=[CH:40][N:39]=[C:38]([CH3:42])[C:37]=12. (6) Given the product [CH2:1]([NH:5][CH2:7][C:8]([CH3:10])([CH3:9])[OH:6])[CH:2]([CH3:4])[CH3:3], predict the reactants needed to synthesize it. The reactants are: [CH2:1]([NH2:5])[CH:2]([CH3:4])[CH3:3].[O:6]1[C:8]([CH3:10])([CH3:9])[CH2:7]1.